This data is from Full USPTO retrosynthesis dataset with 1.9M reactions from patents (1976-2016). The task is: Predict the reactants needed to synthesize the given product. Given the product [CH3:1][N:2]([CH:3]1[CH2:8][CH2:7][CH:6]([NH:9][C:10]2[N:11]=[CH:12][N:13]=[C:14]3[C:21]=2[C:20]2[CH2:19][CH2:18][CH2:17][C:16]=2[S:15]3)[CH2:5][CH2:4]1)[CH2:29][C:30]([N:32]1[CH2:36][CH2:35][CH2:34][CH2:33]1)=[O:31], predict the reactants needed to synthesize it. The reactants are: [CH3:1][NH:2][CH:3]1[CH2:8][CH2:7][CH:6]([NH:9][C:10]2[N:11]=[CH:12][N:13]=[C:14]3[C:21]=2[C:20]2[CH2:19][CH2:18][CH2:17][C:16]=2[S:15]3)[CH2:5][CH2:4]1.C(=O)([O-])[O-].[K+].[K+].Cl[CH2:29][C:30]([N:32]1[CH2:36][CH2:35][CH2:34][CH2:33]1)=[O:31].